This data is from Forward reaction prediction with 1.9M reactions from USPTO patents (1976-2016). The task is: Predict the product of the given reaction. Given the reactants [NH2:1][C:2]1[C:31]([N+:32]([O-])=O)=[CH:30][C:29]([Cl:35])=[CH:28][C:3]=1[C:4]([O:6][CH2:7][C:8]1([C:21]2[CH:26]=[CH:25][C:24]([F:27])=[CH:23][CH:22]=2)[CH2:13][CH2:12][N:11]([C:14]([O:16][C:17]([CH3:20])([CH3:19])[CH3:18])=[O:15])[CH2:10][CH2:9]1)=[O:5], predict the reaction product. The product is: [NH2:1][C:2]1[C:31]([NH2:32])=[CH:30][C:29]([Cl:35])=[CH:28][C:3]=1[C:4]([O:6][CH2:7][C:8]1([C:21]2[CH:22]=[CH:23][C:24]([F:27])=[CH:25][CH:26]=2)[CH2:9][CH2:10][N:11]([C:14]([O:16][C:17]([CH3:20])([CH3:19])[CH3:18])=[O:15])[CH2:12][CH2:13]1)=[O:5].